From a dataset of Forward reaction prediction with 1.9M reactions from USPTO patents (1976-2016). Predict the product of the given reaction. Given the reactants [BH4-].[Na+].C(O)(C(F)(F)F)=O.[Cl:10][C:11]1[C:18]([F:19])=[CH:17][CH:16]=[CH:15][C:12]=1[C:13]#[N:14], predict the reaction product. The product is: [ClH:10].[Cl:10][C:11]1[C:18]([F:19])=[CH:17][CH:16]=[CH:15][C:12]=1[CH2:13][NH2:14].